From a dataset of Full USPTO retrosynthesis dataset with 1.9M reactions from patents (1976-2016). Predict the reactants needed to synthesize the given product. Given the product [O:1]1[CH2:6][CH2:5][CH:4]([CH2:7][NH:8][C:9]([C:11]2[C:12]([C:18]([F:21])([F:20])[F:19])=[N:13][C:14]([NH:26][C:25]3[CH:27]=[CH:28][CH:29]=[C:23]([Cl:22])[C:24]=3[CH3:30])=[N:15][CH:16]=2)=[O:10])[CH2:3][CH2:2]1, predict the reactants needed to synthesize it. The reactants are: [O:1]1[CH2:6][CH2:5][CH:4]([CH2:7][NH:8][C:9]([C:11]2[C:12]([C:18]([F:21])([F:20])[F:19])=[N:13][C:14](Cl)=[N:15][CH:16]=2)=[O:10])[CH2:3][CH2:2]1.[Cl:22][C:23]1[C:24]([CH3:30])=[C:25]([CH:27]=[CH:28][CH:29]=1)[NH2:26].